From a dataset of Reaction yield outcomes from USPTO patents with 853,638 reactions. Predict the reaction yield, written as a fraction of the theoretical maximum amount of product (1.0 means a 100% yield; for example, 0.34 means a 34% yield). The reactants are Br[CH2:2][C:3]([C:5]1[CH:10]=[CH:9][C:8]([Cl:11])=[CH:7][CH:6]=1)=O.[C:12]([CH2:14][C:15]([NH2:17])=[S:16])#[N:13]. No catalyst specified. The product is [Cl:11][C:8]1[CH:9]=[CH:10][C:5]([C:3]2[N:17]=[C:15]([CH2:14][C:12]#[N:13])[S:16][CH:2]=2)=[CH:6][CH:7]=1. The yield is 0.750.